Dataset: Full USPTO retrosynthesis dataset with 1.9M reactions from patents (1976-2016). Task: Predict the reactants needed to synthesize the given product. Given the product [Cl:3][C:4]1[C:9]([O:10][CH3:11])=[CH:8][C:7]([O:12][CH3:13])=[C:6]([Cl:14])[C:5]=1[NH2:15], predict the reactants needed to synthesize it. The reactants are: [OH-].[K+].[Cl:3][C:4]1[C:9]([O:10][CH3:11])=[CH:8][C:7]([O:12][CH3:13])=[C:6]([Cl:14])[C:5]=1[NH:15]C(=O)C.